This data is from Peptide-MHC class II binding affinity with 134,281 pairs from IEDB. The task is: Regression. Given a peptide amino acid sequence and an MHC pseudo amino acid sequence, predict their binding affinity value. This is MHC class II binding data. (1) The peptide sequence is AEVELRQHGSEEWEP. The MHC is DRB1_1302 with pseudo-sequence DRB1_1302. The binding affinity (normalized) is 0. (2) The peptide sequence is WELGLSPQQICTNFK. The MHC is DRB1_0401 with pseudo-sequence DRB1_0401. The binding affinity (normalized) is 0.465.